This data is from HIV replication inhibition screening data with 41,000+ compounds from the AIDS Antiviral Screen. The task is: Binary Classification. Given a drug SMILES string, predict its activity (active/inactive) in a high-throughput screening assay against a specified biological target. The molecule is COC(=O)C(Cc1ccccc1)NP(=O)(OC)OCC1OC(n2cc(C)c(=O)[nH]c2=O)CC1N=[N+]=[N-]. The result is 1 (active).